Dataset: Forward reaction prediction with 1.9M reactions from USPTO patents (1976-2016). Task: Predict the product of the given reaction. (1) Given the reactants [C:1]([O:5][C:6]([N:8]1[CH2:13][CH2:12][CH:11]([CH2:14][N:15]2[CH2:20][CH2:19][NH:18][CH2:17][C:16]2=[O:21])[CH2:10][CH2:9]1)=[O:7])([CH3:4])([CH3:3])[CH3:2].[Br:22][CH2:23][C:24]1[CH:29]=[CH:28][C:27]([S:30](Cl)(=[O:32])=[O:31])=[CH:26][CH:25]=1, predict the reaction product. The product is: [Br:22][CH2:23][C:24]1[CH:25]=[CH:26][C:27]([S:30]([N:18]2[CH2:19][CH2:20][N:15]([CH2:14][CH:11]3[CH2:12][CH2:13][N:8]([C:6]([O:5][C:1]([CH3:4])([CH3:2])[CH3:3])=[O:7])[CH2:9][CH2:10]3)[C:16](=[O:21])[CH2:17]2)(=[O:32])=[O:31])=[CH:28][CH:29]=1. (2) Given the reactants [NH2:1][C:2]1[C:7]([N+:8]([O-])=O)=[C:6](Cl)[N:5]=[C:4]([C:12]2[CH:17]=[CH:16][C:15]([F:18])=[CH:14][CH:13]=2)[N:3]=1.C(N(CC)CC)C.[H][H].O, predict the reaction product. The product is: [NH2:1][C:2]1[C:7]([NH2:8])=[CH:6][N:5]=[C:4]([C:12]2[CH:13]=[CH:14][C:15]([F:18])=[CH:16][CH:17]=2)[N:3]=1. (3) Given the reactants [CH2:1]([O:3][C:4]([C:6]1[O:10][C:9]([CH2:11][O:12][C:13]2[CH:18]=[CH:17][CH:16]=[CH:15][CH:14]=2)=[N:8][C:7]=1[CH2:19][CH:20]([NH:22]C(OCC1C=CC=CC=1)=O)[CH3:21])=[O:5])[CH3:2], predict the reaction product. The product is: [CH2:1]([O:3][C:4]([C:6]1[O:10][C:9]([CH2:11][O:12][C:13]2[CH:18]=[CH:17][CH:16]=[CH:15][CH:14]=2)=[N:8][C:7]=1[CH2:19][CH:20]([NH2:22])[CH3:21])=[O:5])[CH3:2]. (4) Given the reactants [F:1][C:2]1[CH:7]=[CH:6][C:5]([N:8]2[C:11](=[O:12])[C@H:10]([S:13][CH2:14][C:15](=[O:22])[C:16]3[CH:21]=[CH:20][CH:19]=[CH:18][CH:17]=3)[C@H:9]2[C:23]2[CH:33]=[CH:32][C:26]([O:27][CH2:28][C:29](O)=[O:30])=[CH:25][CH:24]=2)=[CH:4][CH:3]=1.Cl.[NH2:35][CH2:36][C:37]([NH:39][C@@H:40]([C:44]([O:46]C(C)(C)C)=[O:45])[CH:41]([CH3:43])[CH3:42])=[O:38].CN1CCOCC1.CN(C(ON1N=NC2C=CC=CC1=2)=[N+](C)C)C.[B-](F)(F)(F)F.[BH4-].[Na+].C([O-])(=O)C.[NH4+], predict the reaction product. The product is: [F:1][C:2]1[CH:7]=[CH:6][C:5]([N:8]2[C:11](=[O:12])[C@H:10]([S:13][CH2:14][CH:15]([OH:22])[C:16]3[CH:21]=[CH:20][CH:19]=[CH:18][CH:17]=3)[C@H:9]2[C:23]2[CH:24]=[CH:25][C:26]([O:27][CH2:28][C:29]([NH:35][CH2:36][C:37]([NH:39][C@@H:40]([C:44]([OH:46])=[O:45])[CH:41]([CH3:42])[CH3:43])=[O:38])=[O:30])=[CH:32][CH:33]=2)=[CH:4][CH:3]=1. (5) Given the reactants C[O:2][C:3](=[O:23])[CH2:4][CH2:5][C:6]1([CH3:22])[CH2:15][CH2:14][C:13]2[C:8](=[C:9]3[CH:20]4[CH2:21][CH:17]([CH2:18][CH2:19]4)[C:10]3=[C:11]([OH:16])[CH:12]=2)[O:7]1.[OH-].[Na+].O1CCOCC1.Cl, predict the reaction product. The product is: [OH:16][C:11]1[CH:12]=[C:13]2[C:8](=[C:9]3[CH:20]4[CH2:21][CH:17]([CH2:18][CH2:19]4)[C:10]=13)[O:7][C:6]([CH2:5][CH2:4][C:3]([OH:23])=[O:2])([CH3:22])[CH2:15][CH2:14]2. (6) Given the reactants [F:1][C:2]1[CH:3]=[C:4]([CH:22]=[CH:23][CH:24]=1)[CH2:5][N:6]1[C:10]2[CH:11]=[CH:12][C:13]3[N:14]([C:15]([CH3:18])=[N:16][N:17]=3)[C:9]=2[CH:8]=[C:7]1[C:19]([OH:21])=O.[CH:25]([N:28](CC)C(C)C)(C)C.F[P-](F)(F)(F)(F)F.C[N+](C)=C(N(C)C)ON1C2N=CC=CC=2N=N1.CN.C1COCC1, predict the reaction product. The product is: [F:1][C:2]1[CH:3]=[C:4]([CH:22]=[CH:23][CH:24]=1)[CH2:5][N:6]1[C:10]2[CH:11]=[CH:12][C:13]3[N:14]([C:15]([CH3:18])=[N:16][N:17]=3)[C:9]=2[CH:8]=[C:7]1[C:19]([NH:28][CH3:25])=[O:21].